Dataset: Full USPTO retrosynthesis dataset with 1.9M reactions from patents (1976-2016). Task: Predict the reactants needed to synthesize the given product. (1) Given the product [CH:40]1([CH2:43][N:44]2[CH2:49][CH2:48][N:47]([C@@H:50]3[CH2:55][CH2:54][C@H:53]([NH:56][C:21](=[O:22])[C:20]4[CH:24]=[CH:25][C:17]([NH:16][C:13]5[N:14]=[CH:15][C:5]6[N:4]([CH3:28])[C:3](=[O:29])[C:2]([F:30])([F:1])[CH2:8][N:7]([CH:9]([CH3:10])[CH3:11])[C:6]=6[N:12]=5)=[C:18]([O:26][CH3:27])[CH:19]=4)[CH2:52][CH2:51]3)[CH2:46][CH2:45]2)[CH2:41][CH2:42]1.[CH:40]1([CH2:43][N:44]2[CH2:49][CH2:48][N:47]([C@H:50]3[CH2:55][CH2:54][C@H:53]([NH:56][C:21](=[O:22])[C:20]4[CH:24]=[CH:25][C:17]([NH:16][C:13]5[N:14]=[CH:15][C:5]6[N:4]([CH3:28])[C:3](=[O:29])[C:2]([F:30])([F:1])[CH2:8][N:7]([CH:9]([CH3:10])[CH3:11])[C:6]=6[N:12]=5)=[C:18]([O:26][CH3:27])[CH:19]=4)[CH2:52][CH2:51]3)[CH2:46][CH2:45]2)[CH2:41][CH2:42]1, predict the reactants needed to synthesize it. The reactants are: [F:1][C:2]1([F:30])[CH2:8][N:7]([CH:9]([CH3:11])[CH3:10])[C:6]2[N:12]=[C:13]([NH:16][C:17]3[CH:25]=[CH:24][C:20]([C:21](O)=[O:22])=[CH:19][C:18]=3[O:26][CH3:27])[N:14]=[CH:15][C:5]=2[N:4]([CH3:28])[C:3]1=[O:29].C(N(C(C)C)C(C)C)C.[CH:40]1([CH2:43][N:44]2[CH2:49][CH2:48][N:47]([CH:50]3[CH2:55][CH2:54][CH:53]([NH2:56])[CH2:52][CH2:51]3)[CH2:46][CH2:45]2)[CH2:42][CH2:41]1. (2) Given the product [NH:18]1[C:19]2[C:24](=[CH:23][CH:22]=[CH:21][CH:20]=2)[CH:16]=[CH:17]1, predict the reactants needed to synthesize it. The reactants are: CC(=O)CCC(=O)C.CN1CC=C([C:16]2[C:24]3[C:19](=[CH:20][CH:21]=[C:22](N)[CH:23]=3)[N:18](S(C3C=CC=CC=3)(=O)=O)[CH:17]=2)CC1.C(O)(=O)C. (3) Given the product [CH:31]([N:30]1[C:26]([CH2:25][CH2:1][C:2]2[C:6]3[CH:7]=[C:8]([CH3:15])[C:9]([NH:11][C:12](=[O:14])[CH3:13])=[CH:10][C:5]=3[O:4][N:3]=2)=[CH:27][C:28]([C:34]2[CH:39]=[CH:38][C:37]([C:40]([F:43])([F:42])[F:41])=[CH:36][CH:35]=2)=[N:29]1)([CH3:33])[CH3:32], predict the reactants needed to synthesize it. The reactants are: [CH3:1][C:2]1[C:6]2[CH:7]=[C:8]([CH3:15])[C:9]([NH:11][C:12](=[O:14])[CH3:13])=[CH:10][C:5]=2[O:4][N:3]=1.[Li+].CC([N-]C(C)C)C.Cl[CH2:25][C:26]1[N:30]([CH:31]([CH3:33])[CH3:32])[N:29]=[C:28]([C:34]2[CH:39]=[CH:38][C:37]([C:40]([F:43])([F:42])[F:41])=[CH:36][CH:35]=2)[CH:27]=1.[Cl-].[NH4+]. (4) The reactants are: [F:1][C:2]1([F:11])[CH2:7][CH2:6][CH:5]([C:8](O)=[O:9])[CH2:4][CH2:3]1.CN(C=O)C.S(Cl)([Cl:19])=O. Given the product [F:1][C:2]1([F:11])[CH2:7][CH2:6][CH:5]([C:8]([Cl:19])=[O:9])[CH2:4][CH2:3]1, predict the reactants needed to synthesize it. (5) The reactants are: [C:1](C1CC1(N)C(O)=O)([O:3][CH2:4][C:5]1[CH:10]=[CH:9][CH:8]=[CH:7][CH:6]=1)=[O:2].CCN(C(C)C)C(C)C.CN(C(ON1N=[N:42][C:37]2[CH:38]=[CH:39]C=[N:41][C:36]1=2)=[N+](C)C)C.F[P-](F)(F)(F)(F)F.[NH4+].[OH-:52]. Given the product [CH2:4]([O:3][C:1](=[O:2])[NH:42][C:37]1([C:36](=[O:52])[NH2:41])[CH2:39][CH2:38]1)[C:5]1[CH:6]=[CH:7][CH:8]=[CH:9][CH:10]=1, predict the reactants needed to synthesize it. (6) Given the product [OH:21][CH2:20][CH2:19][N:5]1[CH2:6][C@@H:1]2[CH2:7][C@H:4]1[CH2:3][S:2]2(=[O:9])=[O:8], predict the reactants needed to synthesize it. The reactants are: [C@H:1]12[CH2:7][C@H:4]([NH:5][CH2:6]1)[CH2:3][S:2]2(=[O:9])=[O:8].P([O-])([O-])([O-])=O.[K+].[K+].[K+].Br[CH2:19][CH2:20][OH:21].[I-].[K+]. (7) Given the product [F:1][C:2]1[CH:22]=[C:21]([O:23][CH3:24])[CH:20]=[C:19]([F:25])[C:3]=1[CH2:4][CH:5]([NH:6][C:7]([NH:52][C:53]12[CH2:60][CH2:59][C:56]([OH:61])([CH2:57][CH2:58]1)[CH2:55][CH2:54]2)=[O:18])[C:9]1[NH:10][C:11]2[CH:16]=[C:15]([F:17])[CH:14]=[CH:13][C:12]=2[N:8]=1, predict the reactants needed to synthesize it. The reactants are: [F:1][C:2]1[CH:22]=[C:21]([O:23][CH3:24])[CH:20]=[C:19]([F:25])[C:3]=1[CH2:4][CH:5]1[C:9]2=[N:10][C:11]3[CH:16]=[C:15]([F:17])[CH:14]=[CH:13][C:12]=3[N:8]2[C:7](=[O:18])[NH:6]1.FC1C=C(OC)C=C(F)C=1CC1C2=NC3C=CC(F)=CC=3N2C(=O)N1.Cl.[NH2:52][C:53]12[CH2:60][CH2:59][C:56]([OH:61])([CH2:57][CH2:58]1)[CH2:55][CH2:54]2. (8) Given the product [CH2:15]([O:14][C:10](=[O:13])/[CH:11]=[CH:12]/[C:6]1[C:5]([NH2:9])=[CH:4][CH:3]=[C:2]([Br:1])[N:7]=1)[CH3:16], predict the reactants needed to synthesize it. The reactants are: [Br:1][C:2]1[N:7]=[C:6](I)[C:5]([NH2:9])=[CH:4][CH:3]=1.[C:10]([O:14][CH2:15][CH3:16])(=[O:13])[CH:11]=[CH2:12].C1(P(C2C=CC=CC=2)C2C=CC=CC=2)C=CC=CC=1.C(N(CC)CC)C.